This data is from Drug-target binding data from BindingDB using IC50 measurements. The task is: Regression. Given a target protein amino acid sequence and a drug SMILES string, predict the binding affinity score between them. We predict pIC50 (pIC50 = -log10(IC50 in M); higher means more potent). Dataset: bindingdb_ic50. (1) The target protein (P79483) has sequence MVCLKLPGGSSLAALTVTLMVLSSRLAFAGDTRPRFLELRKSECHFFNGTERVRYLDRYFHNQEEFLRFDSDVGEYRAVTELGRPVAESWNSQKDLLEQKRGRVDNYCRHNYGVGESFTVQRRVHPQVTVYPAKTQPLQHHNLLVCSVSGFYPGSIEVRWFRNGQEEKAGVVSTGLIQNGDWTFQTLVMLETVPRSGEVYTCQVEHPSVTSALTVEWRARSESAQSKMLSGVGGFVLGLLFLGAGLFIYFRNQKGHSGLQPTGFLS. The compound is CCCNC(=O)[C@@H](NC(=O)[C@@H]1CCCN1C(=O)[C@H](CC(=O)O)NC(=O)[C@@H]1CCCCN1C(=O)[C@@H](NC(=O)CCC1CCCCC1)C(C)C)[C@@H](C)O. The pIC50 is 6.9. (2) The compound is Cc1noc(C)c1CN1C(=O)C(=O)c2cc(C#N)ccc21. The target protein (P0C6U8) has sequence MESLVLGVNEKTHVQLSLPVLQVRDVLVRGFGDSVEEALSEAREHLKNGTCGLVELEKGVLPQLEQPYVFIKRSDALSTNHGHKVVELVAEMDGIQYGRSGITLGVLVPHVGETPIAYRNVLLRKNGNKGAGGHSYGIDLKSYDLGDELGTDPIEDYEQNWNTKHGSGALRELTRELNGGAVTRYVDNNFCGPDGYPLDCIKDFLARAGKSMCTLSEQLDYIESKRGVYCCRDHEHEIAWFTERSDKSYEHQTPFEIKSAKKFDTFKGECPKFVFPLNSKVKVIQPRVEKKKTEGFMGRIRSVYPVASPQECNNMHLSTLMKCNHCDEVSWQTCDFLKATCEHCGTENLVIEGPTTCGYLPTNAVVKMPCPACQDPEIGPEHSVADYHNHSNIETRLRKGGRTRCFGGCVFAYVGCYNKRAYWVPRASADIGSGHTGITGDNVETLNEDLLEILSRERVNINIVGDFHLNEEVAIILASFSASTSAFIDTIKSLDYKSFK.... The pIC50 is 5.1. (3) The compound is O=C(Nc1nc2cc3c(cc2[nH]1)OC(F)(F)O3)c1csc(NC(=O)c2ccccc2OC(F)(F)F)n1. The target protein (P67827) has sequence MASSSGSKAEFIVGGKYKLVRKIGSGSFGDIYLAINITNGEEVAVKLESQKARHPQLLYESKLYKILQGGVGIPHIRWYGQEKDYNVLVMDLLGPSLEDLFNFCSRRFTMKTVLMLADQMISRIEYVHTKNFIHRDIKPDNFLMGIGRHCNKLFLIDFGLAKKYRDNRTRQHIPYREDKNLTGTARYASINAHLGIEQSRRDDMESLGYVLMYFNRTSLPWQGLKAATKKQKYEKISEKKMSTPVEVLCKGFPAEFAMYLNYCRGLRFEEAPDYMYLRQLFRILFRTLNHQYDYTFDWTMLKQKAAQQAASSSGQGQQAQTPTGF. The pIC50 is 6.8. (4) The drug is C/C=C/Cn1cc(C=CC(=O)CC(=O)C(=O)OCC)c2ccccc21. The target protein (P06746) has sequence MSKRKAPQETLNGGITDMLTELANFEKNVSQAIHKYNAYRKAASVIAKYPHKIKSGAEAKKLPGVGTKIAEKIDEFLATGKLRKLEKIRQDDTSSSINFLTRVSGIGPSAARKFVDEGIKTLEDLRKNEDKLNHHQRIGLKYFGDFEKRIPREEMLQMQDIVLNEVKKVDSEYIATVCGSFRRGAESSGDMDVLLTHPSFTSESTKQPKLLHQVVEQLQKVHFITDTLSKGETKFMGVCQLPSKNDEKEYPHRRIDIRLIPKDQYYCGVLYFTGSDIFNKNMRAHALEKGFTINEYTIRPLGVTGVAGEPLPVDSEKDIFDYIQWKYREPKDRSE. The pIC50 is 4.4. (5) The drug is O=C1CSCN1CCNc1ccnc2cc(Cl)ccc12. The target protein (P05227) has sequence MVSFSKNKVLSAAVFASVLLLDNNNSAFNNNLCSKNAKGLNLNKRLLHETQAHVDDAHHAHHVADAHHAHHAHHAADAHHAHHAADAHHAHHAADAHHAHHAADAHHAHHAADAHHAHHAADAHHAHHAADAHHAHHAADAHHAHHAADAHHAHHAAYAHHAHHASDAHHAADAHHAAYAHHAHHAADAHHAADAHHAAYAHHAHHAADAHHAADAHHATDAHHAHHAADAHHATDAHHAADAHHAADAHHATDAHHAADAHHATDAHHAADAHHAADAHHATDSHHAHHAADAHHAAAHHATDAHHAAAHHATDAHHAAAHHEAATHCLRH. The pIC50 is 6.0. (6) The drug is C=CC(=O)Nc1ccc(S(=O)(=O)N2CCN(c3ccccc3C(F)(F)F)CC2)cc1. The target protein (P22735) has sequence MMDGPRSDVGRWGGNPLQPPTTPSPEPEPEPDGRSRRGGGRSFWARCCGCCSCRNAADDDWGPEPSDSRGRGSSSGTRRPGSRGSDSRRPVSRGSGVNAAGDGTIREGMLVVNGVDLLSSRSDQNRREHHTDEYEYDELIVRRGQPFHMLLLLSRTYESSDRITLELLIGNNPEVGKGTHVIIPVGKGGSGGWKAQVVKASGQNLNLRVHTSPNAIIGKFQFTVRTQSDAGEFQLPFDPRNEIYILFNPWCPEDIVYVDHEDWRQEYVLNESGRIYYGTEAQIGERTWNYGQFDHGVLDACLYILDRRGMPYGGRGDPVNVSRVISAMVNSLDDNGVLIGNWSGDYSRGTNPSAWVGSVEILLSYLRTGYSVPYGQCWVFAGVTTTVLRCLGLATRTVTNFNSAHDTDTSLTMDIYFDENMKPLEHLNHDSVWNFHVWNDCWMKRPDLPSGFDGWQVVDATPQETSSGIFCCGPCSVESIKNGLVYMKYDTPFIFAEVNS.... The pIC50 is 4.2. (7) The compound is COc1cccc(-c2nc3cc(C(=O)NCCCc4ncc[nH]4)ccc3nc2OC(C)C)c1. The target protein (P43490) has sequence MNPAAEAEFNILLATDSYKVTHYKQYPPNTSKVYSYFECREKKTENSKLRKVKYEETVFYGLQYILNKYLKGKVVTKEKIQEAKDVYKEHFQDDVFNEKGWNYILEKYDGHLPIEIKAVPEGFVIPRGNVLFTVENTDPECYWLTNWIETILVQSWYPITVATNSREQKKILAKYLLETSGNLDGLEYKLHDFGYRGVSSQETAGIGASAHLVNFKGTDTVAGLALIKKYYGTKDPVPGYSVPAAEHSTITAWGKDHEKDAFEHIVTQFSSVPVSVVSDSYDIYNACEKIWGEDLRHLIVSRSTQAPLIIRPDSGNPLDTVLKVLEILGKKFPVTENSKGYKLLPPYLRVIQGDGVDINTLQEIVEGMKQKMWSIENIAFGSGGGLLQKLTRDLLNCSFKCSYVVTNGLGINVFKDPVADPNKRSKKGRLSLHRTPAGNFVTLEEGKGDLEEYGQDLLHTVFKNGKVTKSYSFDEIRKNAQLNIELEAAHH. The pIC50 is 7.0. (8) The drug is NC(=O)c1ccc(N[C@H]2C[C@H](O)[C@@H](CO)C2)nc1. The target protein (P43912) has sequence MWIGVISLFPEMFKAITEFGVTGRAVKHNLLKVECWNPRDFTFDKHKTVDDRPYGGGPGMLMMVQPLRDAIHTAKAAAGEGAKVIYLSPQGRKLDQGGVTELAQNQKLILVCGRYEGIDERLIQTEIDEEWSIGDYVLTGGELPAMTLIDAVARFIPGVLGKQASAEEDSFADGLLDCPHYTRPEVLEGLTVPPVLMSGHHEEIRKWRLKQSLQRTWLRRPELLEGLALTDEQRKLLKEAQAEHNS. The pIC50 is 5.8. (9) The target protein sequence is SISRARQVELLLVADASMARLYGRGLQHYLLTLASIANRLYSHASIENHIRLAVVKVVVLGDKDKSLEVSKNAATTLKNFCKWQHQHNQLGDDHEEHYDAAILFTREDLCGHHSCDTLGMADVGTICSPERSCAVIEDDGLHAAFTVAHEIGHLLGLSHDDSKFCEETFGSTEDKRLMSSILTSIDASKPWSKCTSATITEFLDDGHGNCLLDLPRKQILGPEELPGQTYDATQQCNLTFGPEYSVCPGMDVCARLWCAVVRQGQMVCLTKKLPAVEGTPCGKGRICLQGKCVDKTKKKYYSTSSHGNWGSWGSWGQCSRSCGGGVQFAYRHCNNPAPRNNGRYCTGKRAIYRSCSLMPCPPNGKSFRHEQCEAKNGYQSDAKGVKTFVEWVPKYAGVLPADVCKLTCRAKGTGYYVVFSPKVTDGTECRPYSNSVCVRGKCVRTGCDGIIGSKLQYDKCGVCGGDNSSCTKIVGTFNKKSKGYTDVVRIPEGATHIKVR.... The pIC50 is 5.1. The small molecule is O=C1Nc2ccc(OC(F)(F)F)cc2C12NN=C(c1ccccc1)S2.